Dataset: Reaction yield outcomes from USPTO patents with 853,638 reactions. Task: Predict the reaction yield, written as a fraction of the theoretical maximum amount of product (1.0 means a 100% yield; for example, 0.34 means a 34% yield). (1) The reactants are [C:1]1([C:7]#[CH:8])[CH:6]=[CH:5][CH:4]=[CH:3][CH:2]=1.C([Li])CCC.C(#N)[C:15]1[CH:20]=[CH:19][CH:18]=[CH:17][CH:16]=1.CCCCCCCCCCCCC. The catalyst is C1COCC1.[Zn+2].[Br-].[Br-]. The product is [C:1]1([C:7]#[C:8][C:15]2[CH:20]=[CH:19][CH:18]=[CH:17][CH:16]=2)[CH:6]=[CH:5][CH:4]=[CH:3][CH:2]=1. The yield is 0.650. (2) The reactants are [Cl:1][C:2]1[C:11]([C:12]2[CH:17]=[CH:16][CH:15]=[CH:14][C:13]=2[CH2:18][O:19][CH2:20][CH2:21][CH:22]2[CH2:27][CH2:26][N:25]([CH2:28][C:29]([F:32])([F:31])[F:30])[CH2:24][CH2:23]2)=[CH:10][C:9]([O:33]COCCOC)=[C:8]2[C:3]=1[C:4](=[O:46])[N:5](COCCOC)[CH:6]=[N:7]2.[F:47][C:48]([F:53])([F:52])[C:49]([OH:51])=[O:50]. The catalyst is O. The product is [F:47][C:48]([F:53])([F:52])[C:49]([OH:51])=[O:50].[Cl:1][C:2]1[C:11]([C:12]2[CH:17]=[CH:16][CH:15]=[CH:14][C:13]=2[CH2:18][O:19][CH2:20][CH2:21][CH:22]2[CH2:23][CH2:24][N:25]([CH2:28][C:29]([F:32])([F:31])[F:30])[CH2:26][CH2:27]2)=[CH:10][C:9]([OH:33])=[C:8]2[C:3]=1[C:4](=[O:46])[NH:5][CH:6]=[N:7]2. The yield is 0.580. (3) The reactants are [Cl:1][C:2]1[CH:9]=[CH:8][C:5](C#N)=[C:4]([NH:10][C:11]2[C:16]([Cl:17])=[CH:15][N:14]=[C:13](Cl)[CH:12]=2)[CH:3]=1.[CH3:19][C:20]1[CH:24]=[C:23]([NH2:25])[N:22]([CH:26]([CH3:28])[CH3:27])[N:21]=1.[C:29](=[O:32])([O-])[O-:30].[Cs+].[Cs+].C1C=CC(P(C2C(OC3C(P(C4C=CC=CC=4)C4C=CC=CC=4)=CC=CC=3)=CC=CC=2)C2C=CC=CC=2)=CC=1.[OH-].[Na+]. The catalyst is O1CCOCC1.C([O-])(=O)C.[Pd+2].C([O-])(=O)C. The product is [Cl:1][C:2]1[CH:9]=[CH:8][C:5]([C:29]([OH:30])=[O:32])=[C:4]([NH:10][C:11]2[C:16]([Cl:17])=[CH:15][N:14]=[C:13]([NH:25][C:23]3[N:22]([CH:26]([CH3:28])[CH3:27])[N:21]=[C:20]([CH3:19])[CH:24]=3)[CH:12]=2)[CH:3]=1. The yield is 0.0660. (4) The reactants are [CH:1]1[C:13]2[NH:12][C:11]3[C:6](=[CH:7][CH:8]=[CH:9][CH:10]=3)[C:5]=2[CH:4]=[CH:3][CH:2]=1.C(=O)([O-])[O-].[K+].[K+].C1O[CH2:36][CH2:35]OCCOCCOCCOCCOC1. The catalyst is ClC1C=CC=CC=1Cl.[Cu]. The product is [N:12]1[CH:36]=[CH:35][CH:9]=[CH:10][C:11]=1[N:12]1[C:11]2[CH:10]=[CH:9][CH:8]=[CH:7][C:6]=2[C:5]2[C:13]1=[CH:1][CH:2]=[CH:3][CH:4]=2. The yield is 0.930. (5) The reactants are ClCCl.[NH2:4][C:5]1[CH:13]=[C:12]([F:14])[CH:11]=[CH:10][C:6]=1[C:7]([OH:9])=[O:8].C(=O)([O-])O.[Na+].[I:20](Cl)(=O)=O.I(Cl)(=O)=O.C([N+](C)(C)C)C1C=CC=CC=1. The catalyst is CO. The product is [NH2:4][C:5]1[CH:13]=[C:12]([F:14])[C:11]([I:20])=[CH:10][C:6]=1[C:7]([OH:9])=[O:8]. The yield is 0.770. (6) The reactants are [F:1][C:2]1[C:7]([NH2:8])=[CH:6][CH:5]=[C:4]([F:9])[C:3]=1[NH:10][C:11]1[C:16]([C:17]2[N:25]=[CH:24][N:23]=[C:22]3[C:18]=2[N:19]=[CH:20][N:21]3[CH:26]2[CH2:31][CH2:30][CH2:29][CH2:28][O:27]2)=[CH:15][CH:14]=[CH:13][N:12]=1.[CH:32]1([S:35](Cl)(=[O:37])=[O:36])[CH2:34][CH2:33]1.N1C=CC=CC=1. The catalyst is ClCCl. The product is [F:1][C:2]1[C:3]([NH:10][C:11]2[C:16]([C:17]3[N:25]=[CH:24][N:23]=[C:22]4[C:18]=3[N:19]=[CH:20][N:21]4[CH:26]3[CH2:31][CH2:30][CH2:29][CH2:28][O:27]3)=[CH:15][CH:14]=[CH:13][N:12]=2)=[C:4]([F:9])[CH:5]=[CH:6][C:7]=1[NH:8][S:35]([CH:32]1[CH2:34][CH2:33]1)(=[O:37])=[O:36]. The yield is 0.960. (7) The reactants are [C:1]([C:3]1[C:4]([Cl:14])=[N:5][C:6](Cl)=[CH:7][C:8]=1[C:9]([F:12])([F:11])[F:10])#[N:2].N[CH:16]([CH2:19]C)[CH2:17][OH:18].[CH:21]([NH:24]C(C)C)(C)C.ClCl. No catalyst specified. The product is [Cl:14][C:4]1[C:3]([C:1]#[N:2])=[C:8]([C:9]([F:12])([F:11])[F:10])[CH:7]=[C:6]([NH:24][CH2:21][CH:17]([OH:18])[CH2:16][CH3:19])[N:5]=1. The yield is 0.550. (8) The product is [OH:21][C:3]1[C:4]([C:12]([NH:14][CH2:15][C:16]([O:18][CH2:19][CH3:20])=[O:17])=[O:13])=[C:5]2[C:10](=[CH:11][C:2]=1[C:27]1[N:28]=[CH:29][S:30][CH:31]=1)[N:9]=[CH:8][CH:7]=[N:6]2. The yield is 0.530. The reactants are Br[C:2]1[CH:11]=[C:10]2[C:5]([N:6]=[CH:7][CH:8]=[N:9]2)=[C:4]([C:12]([NH:14][CH2:15][C:16]([O:18][CH2:19][CH3:20])=[O:17])=[O:13])[C:3]=1[OH:21].C([Sn](CCCC)(CCCC)[C:27]1[N:28]=[CH:29][S:30][CH:31]=1)CCC. The catalyst is O1CCOCC1.C1C=CC([P]([Pd]([P](C2C=CC=CC=2)(C2C=CC=CC=2)C2C=CC=CC=2)([P](C2C=CC=CC=2)(C2C=CC=CC=2)C2C=CC=CC=2)[P](C2C=CC=CC=2)(C2C=CC=CC=2)C2C=CC=CC=2)(C2C=CC=CC=2)C2C=CC=CC=2)=CC=1. (9) The reactants are [NH2:1][C@@H:2]([CH2:33][C:34]1[CH:39]=[CH:38][CH:37]=[CH:36][CH:35]=1)[C@@H:3]([OH:32])[CH2:4][C@H:5]([NH:19][C:20]([C@@H:22]([NH:27][C:28](=[O:31])[O:29][CH3:30])[C:23]([CH3:26])([CH3:25])[CH3:24])=[O:21])[CH2:6][C:7]1[CH:12]=[CH:11][C:10]([C:13]2[CH:18]=[CH:17][CH:16]=[CH:15][N:14]=2)=[CH:9][CH:8]=1.[CH3:40][C:41]1[CH:51]=[CH:50][CH:49]=[C:48]([CH3:52])[C:42]=1[O:43][CH2:44][C:45](O)=[O:46].CCOP(ON1N=NC2C=CC=CC=2C1=O)(OCC)=O.C(N(CC)C(C)C)(C)C. The catalyst is C1COCC1. The product is [CH3:40][C:41]1[CH:51]=[CH:50][CH:49]=[C:48]([CH3:52])[C:42]=1[O:43][CH2:44][C:45]([NH:1][C@@H:2]([CH2:33][C:34]1[CH:35]=[CH:36][CH:37]=[CH:38][CH:39]=1)[C@@H:3]([OH:32])[CH2:4][C@H:5]([NH:19][C:20]([C@@H:22]([NH:27][C:28](=[O:31])[O:29][CH3:30])[C:23]([CH3:26])([CH3:25])[CH3:24])=[O:21])[CH2:6][C:7]1[CH:12]=[CH:11][C:10]([C:13]2[CH:18]=[CH:17][CH:16]=[CH:15][N:14]=2)=[CH:9][CH:8]=1)=[O:46]. The yield is 0.730.